Dataset: Full USPTO retrosynthesis dataset with 1.9M reactions from patents (1976-2016). Task: Predict the reactants needed to synthesize the given product. (1) Given the product [CH:17]([C:16]1[CH:19]=[CH:20][C:13]([C:11]([Cl:34])=[O:12])=[CH:14][CH:15]=1)=[O:18], predict the reactants needed to synthesize it. The reactants are: C(N1CCCN([C:11]([C:13]2[CH:20]=[CH:19][C:16]([CH:17]=[O:18])=[CH:15][CH:14]=2)=[O:12])CC1)(C)C.C(C1C=CC(C=O)=CC=1)(O)=O.O=S(Cl)[Cl:34].CN(C=O)C.[OH-].[Na+].Cl. (2) Given the product [CH3:27][C:24]1[CH:25]=[CH:26][C:21]([S:20][C:15]2[CH:16]=[CH:17][CH:18]=[CH:19][C:14]=2[N:11]2[CH2:10][CH2:9][NH:8][CH2:13][CH2:12]2)=[C:22]([CH3:28])[CH:23]=1.[BrH:29], predict the reactants needed to synthesize it. The reactants are: C([N:8]1[CH2:13][CH2:12][N:11]([C:14]2[CH:19]=[CH:18][CH:17]=[CH:16][C:15]=2[S:20][C:21]2[CH:26]=[CH:25][C:24]([CH3:27])=[CH:23][C:22]=2[CH3:28])[CH2:10][CH2:9]1)C1C=CC=CC=1.[BrH:29].[OH-].[Na+]. (3) Given the product [CH3:1][O:2][C:3](=[O:40])[C@@H:4]([NH:31][C:32]([O:34][CH:35]1[CH2:36][CH2:37][CH2:38][CH2:39]1)=[O:33])[CH2:5][CH2:6][CH2:7][CH2:8][CH2:9][CH2:10][CH2:11][NH:12][C:13](=[O:30])[CH:14]([OH:29])[CH:15]([NH2:21])[CH2:16][CH:17]1[CH2:20][CH2:19][CH2:18]1, predict the reactants needed to synthesize it. The reactants are: [CH3:1][O:2][C:3](=[O:40])[C@@H:4]([NH:31][C:32]([O:34][CH:35]1[CH2:39][CH2:38][CH2:37][CH2:36]1)=[O:33])[CH2:5][CH2:6][CH2:7][CH2:8][CH2:9][CH2:10][CH2:11][NH:12][C:13](=[O:30])[CH:14]([OH:29])[CH:15]([NH:21]C(OC(C)(C)C)=O)[CH2:16][CH:17]1[CH2:20][CH2:19][CH2:18]1. (4) Given the product [CH3:3][C:2]([C@H:4]1[C@@H:8]2[C@@H:9]3[C@@:22]([CH3:25])([CH2:23][CH2:24][C@@:7]2([CH:31]=[O:32])[CH2:6][CH2:5]1)[C@@:21]1([CH3:26])[C@@H:12]([C@:13]2([CH3:30])[C@@H:18]([CH2:19][CH2:20]1)[C:17]([CH3:28])([CH3:27])[C:16](=[O:29])[CH2:15][CH2:14]2)[CH2:11][CH2:10]3)=[CH2:1], predict the reactants needed to synthesize it. The reactants are: [CH3:1][C:2]([C@H:4]1[C@@H:8]2[C@@H:9]3[C@@:22]([CH3:25])([CH2:23][CH2:24][C@@:7]2([CH2:31][OH:32])[CH2:6][CH2:5]1)[C@@:21]1([CH3:26])[C@@H:12]([C@:13]2([CH3:30])[C@@H:18]([CH2:19][CH2:20]1)[C:17]([CH3:28])([CH3:27])[C@@H:16]([OH:29])[CH2:15][CH2:14]2)[CH2:11][CH2:10]3)=[CH2:3].CC(C)=O.OS(O)(=O)=O.O=[Cr](=O)=O.CO.O.